Dataset: Drug-target binding data from BindingDB using IC50 measurements. Task: Regression. Given a target protein amino acid sequence and a drug SMILES string, predict the binding affinity score between them. We predict pIC50 (pIC50 = -log10(IC50 in M); higher means more potent). Dataset: bindingdb_ic50. (1) The small molecule is COc1ccc(-c2nc(-c3ccc(F)cc3)c(-c3ccc(S(C)(=O)=O)cc3)s2)cc1. The target protein (P23219) has sequence MSRSLLLWFLLFLLLLPPLPVLLADPGAPTPVNPCCYYPCQHQGICVRFGLDRYQCDCTRTGYSGPNCTIPGLWTWLRNSLRPSPSFTHFLLTHGRWFWEFVNATFIREMLMRLVLTVRSNLIPSPPTYNSAHDYISWESFSNVSYYTRILPSVPKDCPTPMGTKGKKQLPDAQLLARRFLLRRKFIPDPQGTNLMFAFFAQHFTHQFFKTSGKMGPGFTKALGHGVDLGHIYGDNLERQYQLRLFKDGKLKYQVLDGEMYPPSVEEAPVLMHYPRGIPPQSQMAVGQEVFGLLPGLMLYATLWLREHNRVCDLLKAEHPTWGDEQLFQTTRLILIGETIKIVIEEYVQQLSGYFLQLKFDPELLFGVQFQYRNRIAMEFNHLYHWHPLMPDSFKVGSQEYSYEQFLFNTSMLVDYGVEALVDAFSRQIAGRIGGGRNMDHHILHVAVDVIRESREMRLQPFNEYRKRFGMKPYTSFQELVGEKEMAAELEELYGDIDAL.... The pIC50 is 5.0. (2) The small molecule is Cc1nc(N2CC=CCC2)c2[nH]c(-c3ccccc3)cc2n1. The target protein (Q15761) has sequence MDLELDEYYNKTLATENNTAATRNSDFPVWDDYKSSVDDLQYFLIGLYTFVSLLGFMGNLLILMALMKKRNQKTTVNFLIGNLAFSDILVVLFCSPFTLTSVLLDQWMFGKVMCHIMPFLQCVSVLVSTLILISIAIVRYHMIKHPISNNLTANHGYFLIATVWTLGFAICSPLPVFHSLVELQETFGSALLSSRYLCVESWPSDSYRIAFTISLLLVQYILPLVCLTVSHTSVCRSISCGLSNKENRLEENEMINLTLHPSKKSGPQVKLSGSHKWSYSFIKKHRRRYSKKTACVLPAPERPSQENHSRILPENFGSVRSQLSSSSKFIPGVPTCFEIKPEENSDVHELRVKRSVTRIKKRSRSVFYRLTILILVFAVSWMPLHLFHVVTDFNDNLISNRHFKLVYCICHLLGMMSCCLNPILYGFLNNGIKADLVSLIHCLHM. The pIC50 is 9.3.